Dataset: Reaction yield outcomes from USPTO patents with 853,638 reactions. Task: Predict the reaction yield, written as a fraction of the theoretical maximum amount of product (1.0 means a 100% yield; for example, 0.34 means a 34% yield). (1) The reactants are [Cl:1][C:2]1[CH:7]=[CH:6][CH:5]=[C:4]([Cl:8])[C:3]=1[C:9]1[C:18]2[O:17][CH:16]([CH2:19]OS(C3C=CC(C)=CC=3)(=O)=O)[CH2:15][S:14][C:13]=2[CH:12]=[C:11]([F:31])[CH:10]=1.[C:32]1(=[O:42])[NH:36][C:35](=[O:37])[C:34]2=[CH:38][CH:39]=[CH:40][CH:41]=[C:33]12. The catalyst is CN(C=O)C. The product is [Cl:8][C:4]1[CH:5]=[CH:6][CH:7]=[C:2]([Cl:1])[C:3]=1[C:9]1[C:18]2[O:17][CH:16]([CH2:19][N:36]3[C:32](=[O:42])[C:33]4[C:34](=[CH:38][CH:39]=[CH:40][CH:41]=4)[C:35]3=[O:37])[CH2:15][S:14][C:13]=2[CH:12]=[C:11]([F:31])[CH:10]=1. The yield is 0.800. (2) The reactants are [CH:1]1[C:14]2[C:5](=[CH:6][C:7]3[C:12]([C:13]=2[C:15]2[CH:16]=[N:17][CH:18]=[CH:19][CH:20]=2)=[CH:11][CH:10]=[CH:9][CH:8]=3)[CH:4]=[CH:3][CH:2]=1.C(Cl)(Cl)(Cl)Cl.[Br:26]Br.S([O-])([O-])(=O)=S.[Na+].[Na+]. The catalyst is C(Cl)(Cl)Cl. The product is [Br:26][C:6]1[C:5]2[C:14](=[CH:1][CH:2]=[CH:3][CH:4]=2)[C:13]([C:15]2[CH:16]=[N:17][CH:18]=[CH:19][CH:20]=2)=[C:12]2[C:7]=1[CH:8]=[CH:9][CH:10]=[CH:11]2. The yield is 0.530. (3) The yield is 0.730. The reactants are Cl.[C:2]([C:6]1[NH:10][C:9]2[CH:11]=[CH:12][CH:13]=[C:14]([C:15]([OH:17])=O)[C:8]=2[N:7]=1)([CH3:5])([CH3:4])[CH3:3].C(N1C=CN=C1)(N1C=CN=C1)=O.[C:30]([O:34][C:35]([N:37]1[CH2:42][CH2:41][CH:40]([CH2:43][NH2:44])[CH2:39][CH2:38]1)=[O:36])([CH3:33])([CH3:32])[CH3:31].N12CCN(CC1)CC2. The product is [C:30]([O:34][C:35]([N:37]1[CH2:42][CH2:41][CH:40]([CH2:43][NH:44][C:15]([C:14]2[C:8]3[N:7]=[C:6]([C:2]([CH3:3])([CH3:4])[CH3:5])[NH:10][C:9]=3[CH:11]=[CH:12][CH:13]=2)=[O:17])[CH2:39][CH2:38]1)=[O:36])([CH3:33])([CH3:32])[CH3:31]. The catalyst is CN(C)C=O.O.C(OCC)(=O)C. (4) The reactants are [O:1]1[C:5]2[CH:6]=[CH:7][C:8]([C:10]3([C:13]([NH:15][C:16]4[CH:21]=[CH:20][C:19]([CH2:22][OH:23])=[C:18](Br)[CH:17]=4)=[O:14])[CH2:12][CH2:11]3)=[CH:9][C:4]=2[O:3][CH2:2]1.[CH3:25][N:26]([CH3:38])[C:27]([C:29]1[CH:34]=[CH:33][C:32](B(O)O)=[CH:31][CH:30]=1)=[O:28].C([O-])([O-])=O.[K+].[K+]. The catalyst is [Pd].CN(C)C=O. The product is [O:1]1[C:5]2[CH:6]=[CH:7][C:8]([C:10]3([C:13]([NH:15][C:16]4[CH:21]=[CH:20][C:19]([CH2:22][OH:23])=[C:18]([C:32]5[CH:33]=[CH:34][C:29]([C:27]([N:26]([CH3:38])[CH3:25])=[O:28])=[CH:30][CH:31]=5)[CH:17]=4)=[O:14])[CH2:12][CH2:11]3)=[CH:9][C:4]=2[O:3][CH2:2]1. The yield is 0.340. (5) The reactants are [H-].[Na+].[N:3]1[CH:8]=[CH:7][CH:6]=[N:5][C:4]=1[NH:9][CH2:10][CH2:11][N:12]([CH2:25][C:26]([F:29])([F:28])[F:27])[C:13]1[CH:20]=[CH:19][C:16]([C:17]#[N:18])=[C:15]([C:21]([F:24])([F:23])[F:22])[CH:14]=1.I[CH3:31]. The catalyst is CN(C=O)C. The product is [CH3:31][N:9]([C:4]1[N:5]=[CH:6][CH:7]=[CH:8][N:3]=1)[CH2:10][CH2:11][N:12]([CH2:25][C:26]([F:27])([F:28])[F:29])[C:13]1[CH:20]=[CH:19][C:16]([C:17]#[N:18])=[C:15]([C:21]([F:23])([F:22])[F:24])[CH:14]=1. The yield is 0.680.